From a dataset of Forward reaction prediction with 1.9M reactions from USPTO patents (1976-2016). Predict the product of the given reaction. (1) The product is: [CH2:19]([C:7]1[CH:6]=[CH:5][C:4]([F:10])=[C:3]([C:11]2[S:12][CH:13]=[C:14]([C:16]([OH:18])=[O:17])[N:15]=2)[CH:2]=1)[CH3:20]. Given the reactants F[C:2]1[CH:7]=[C:6](OC)[CH:5]=[C:4]([F:10])[C:3]=1[C:11]1[S:12][CH:13]=[C:14]([C:16]([OH:18])=[O:17])[N:15]=1.[CH2:19](C1C=CC(F)=C(B(O)O)C=1)[CH3:20], predict the reaction product. (2) The product is: [OH:1][CH:2]([CH:4]([CH2:9][CH2:10][CH2:11][C:12]1[CH:13]=[CH:14][CH:15]=[CH:16][CH:17]=1)[C:5]([OH:7])=[O:6])[CH3:3]. Given the reactants [OH:1][CH:2]([CH:4]([CH2:9][CH2:10][CH2:11][C:12]1[CH:17]=[CH:16][CH:15]=[CH:14][CH:13]=1)[C:5]([O:7]C)=[O:6])[CH3:3].[OH-].[Na+], predict the reaction product. (3) The product is: [CH2:34]([N:36]1[C:2]2=[N:3][C:4]([S:17][CH3:18])=[N:5][C:6]([NH:10][C:11]3[CH:15]=[C:14]([CH3:16])[NH:13][N:12]=3)=[C:7]2[CH:8]=[N:37]1)[CH3:35]. Given the reactants Cl[C:2]1[C:7]([CH:8]=O)=[C:6]([NH:10][C:11]2[CH:15]=[C:14]([CH3:16])[NH:13][N:12]=2)[N:5]=[C:4]([S:17][CH3:18])[N:3]=1.CCN(C(C)C)C(C)C.C(O)(=O)C(O)=O.[CH2:34]([NH:36][NH2:37])[CH3:35], predict the reaction product. (4) The product is: [CH3:1][N:2]1[C:6]([C:7](=[N:14][O:15][CH2:16][C:17]2[N:22]=[C:21]([CH2:23][NH2:24])[CH:20]=[CH:19][CH:18]=2)[C:8]2[CH:9]=[CH:10][CH:11]=[CH:12][CH:13]=2)=[N:5][N:4]=[N:3]1. Given the reactants [CH3:1][N:2]1[C:6]([C:7](=[N:14][O:15][CH2:16][C:17]2[N:22]=[C:21]([CH2:23][N:24]3C(=O)C4C(=CC=CC=4)C3=O)[CH:20]=[CH:19][CH:18]=2)[C:8]2[CH:13]=[CH:12][CH:11]=[CH:10][CH:9]=2)=[N:5][N:4]=[N:3]1.O.NN, predict the reaction product. (5) The product is: [CH2:1]([N:3]1[C:11]2[CH:10]=[CH:9][N:8]=[CH:7][C:6]=2[N:5]=[C:4]1[C:12]1[C:13]([NH2:21])=[N:14][O:17][N:15]=1)[CH3:2]. Given the reactants [CH2:1]([N:3]1[C:11]2[CH:10]=[CH:9][N:8]=[CH:7][C:6]=2[N:5]=[C:4]1[CH2:12][C:13]#[N:14])[CH3:2].[N:15]([O-:17])=O.[Na+].[OH-].[Na+].[NH2:21]O, predict the reaction product. (6) Given the reactants C[O-].[Na+].C([O:7][C@@H:8]1[C@@H:17]([O:18]C(=O)C)[C@H:16]([O:22][C@@H:23]2[O:40][C@H:39]([CH2:41][O:42]C(=O)C)[C@H:34]([O:35]C(=O)C)[C@H:29]([O:30]C(=O)C)[C@H:24]2[O:25]C(=O)C)[C@@H:15]([CH2:46][O:47]C(=O)C)[O:14][C@H:9]1[O:10][CH2:11][CH2:12][Br:13])(=O)C, predict the reaction product. The product is: [C@@H:23]1([O:22][C@@H:16]2[C@@H:15]([CH2:46][OH:47])[O:14][C@@H:9]([O:10][CH2:11][CH2:12][Br:13])[C@H:8]([OH:7])[C@H:17]2[OH:18])[O:40][C@H:39]([CH2:41][OH:42])[C@H:34]([OH:35])[C@H:29]([OH:30])[C@H:24]1[OH:25]. (7) The product is: [C:8]1([CH3:7])[CH:13]=[CH:12][CH:11]=[CH:10][C:9]=1[C:18]1[S:19][CH:20]=[CH:21][CH:22]=1. Given the reactants C(=O)([O-])[O-].[Na+].[Na+].[CH3:7][C:8]1[CH:13]=[CH:12][CH:11]=[CH:10][C:9]=1B(O)O.Br[C:18]1[S:19][CH:20]=[CH:21][CH:22]=1, predict the reaction product. (8) Given the reactants CN(C(ON1N=NC2C=CC=NC1=2)=[N+](C)C)C.F[P-](F)(F)(F)(F)F.[F:25][CH:26]([F:30])[C:27](O)=[O:28].CCN(C(C)C)C(C)C.[NH2:40][C@H:41]1[CH2:45][N:44]([C:46]([O:48][C:49]([CH3:52])([CH3:51])[CH3:50])=[O:47])[C@H:43]([C:53]2[N:62]([C:63]3[CH:68]=[CH:67][CH:66]=[CH:65][CH:64]=3)[C:61](=[O:69])[C:60]3[C:55](=[CH:56][CH:57]=[CH:58][C:59]=3[Cl:70])[N:54]=2)[CH2:42]1, predict the reaction product. The product is: [C:49]([O:48][C:46]([N:44]1[CH2:45][C@H:41]([NH:40][C:27](=[O:28])[CH:26]([F:30])[F:25])[CH2:42][C@H:43]1[C:53]1[N:62]([C:63]2[CH:64]=[CH:65][CH:66]=[CH:67][CH:68]=2)[C:61](=[O:69])[C:60]2[C:55](=[CH:56][CH:57]=[CH:58][C:59]=2[Cl:70])[N:54]=1)=[O:47])([CH3:52])([CH3:50])[CH3:51].[C:61]([NH2:62])(=[O:69])[CH3:60]. (9) Given the reactants [NH2:1][C:2](=[O:33])[C@@H:3]([NH:5][C:6]1[CH:11]=[C:10]([C:12](=[O:14])[NH2:13])[N:9]=[C:8]([C:15]2[CH:16]=[CH:17][C:18]([O:25][C:26]3[CH:31]=[CH:30][C:29]([F:32])=[CH:28][CH:27]=3)=[C:19]([CH:24]=2)[C:20](OC)=[O:21])[N:7]=1)[CH3:4].[BH4-].[Na+], predict the reaction product. The product is: [NH2:1][C:2](=[O:33])[C@@H:3]([NH:5][C:6]1[N:7]=[C:8]([C:15]2[CH:16]=[CH:17][C:18]([O:25][C:26]3[CH:27]=[CH:28][C:29]([F:32])=[CH:30][CH:31]=3)=[C:19]([CH2:20][OH:21])[CH:24]=2)[N:9]=[C:10]([C:12]([NH2:13])=[O:14])[CH:11]=1)[CH3:4]. (10) Given the reactants BrCCBr.C[Si](Cl)(C)C.I[CH:11]1[CH2:14][N:13]([C:15]([O:17][C:18]([CH3:21])([CH3:20])[CH3:19])=[O:16])[CH2:12]1.O1C=CC=C1P(C1OC=CC=1)C1OC=CC=1.Br[C:39]1[CH:48]=[CH:47][C:46]2[C:41](=[CH:42][CH:43]=[CH:44][CH:45]=2)[N:40]=1, predict the reaction product. The product is: [N:40]1[C:41]2[C:46](=[CH:45][CH:44]=[CH:43][CH:42]=2)[CH:47]=[CH:48][C:39]=1[CH:11]1[CH2:14][N:13]([C:15]([O:17][C:18]([CH3:21])([CH3:20])[CH3:19])=[O:16])[CH2:12]1.